This data is from Full USPTO retrosynthesis dataset with 1.9M reactions from patents (1976-2016). The task is: Predict the reactants needed to synthesize the given product. (1) The reactants are: [Si:1]([O:8][CH2:9][C:10]1[CH:20]=[CH:19][CH:18]=[C:17]([O:21]COC)[C:11]=1[C:12]([O:14][CH2:15][CH3:16])=[O:13])([C:4]([CH3:7])([CH3:6])[CH3:5])([CH3:3])[CH3:2].FC(F)(F)C(O)=O.O. Given the product [Si:1]([O:8][CH2:9][C:10]1[CH:20]=[CH:19][CH:18]=[C:17]([OH:21])[C:11]=1[C:12]([O:14][CH2:15][CH3:16])=[O:13])([C:4]([CH3:7])([CH3:5])[CH3:6])([CH3:3])[CH3:2], predict the reactants needed to synthesize it. (2) Given the product [CH2:1]([O:4][C:5]1[N:10]=[C:9]([C:11]([OH:13])=[O:12])[CH:8]=[N:7][C:6]=1[N:14]1[CH2:18][CH2:17][CH2:16][CH2:15]1)[CH2:2][CH2:3][CH3:19], predict the reactants needed to synthesize it. The reactants are: [CH2:1]([O:4][C:5]1[N:10]=[C:9]([C:11]([OH:13])=[O:12])[CH:8]=[N:7][C:6]=1[N:14]1[CH2:18][CH2:17][CH2:16][CH2:15]1)[CH2:2][CH3:3].[CH3:19]OC(C1C=NC(Cl)=C(Br)N=1)=O.N1CCCC1.[OH-].[K+]. (3) Given the product [F:12][C:3]1[CH:4]=[CH:5][C:6]([C:8]([OH:10])=[O:9])=[N:7][C:2]=1[C:21]1[CH:22]=[C:23]2[CH:29]=[CH:28][NH:27][C:24]2=[N:25][CH:26]=1, predict the reactants needed to synthesize it. The reactants are: Br[C:2]1[N:7]=[C:6]([C:8]([O:10]C)=[O:9])[CH:5]=[CH:4][C:3]=1[F:12].CC1(C)C(C)(C)OB([C:21]2[CH:22]=[C:23]3[CH:29]=[CH:28][NH:27][C:24]3=[N:25][CH:26]=2)O1.C(=O)([O-])[O-].[Na+].[Na+]. (4) Given the product [C:40]([C:2]1[CH:3]=[CH:4][C:5]([S:8]([NH:11][C@@H:12]2[CH2:15][C@H:14]([C:16]3[N:20]4[C:21]5[CH:27]=[CH:26][N:25]([S:28]([C:31]6[CH:37]=[CH:36][C:34]([CH3:35])=[CH:33][CH:32]=6)(=[O:30])=[O:29])[C:22]=5[N:23]=[CH:24][C:19]4=[N:18][N:17]=3)[C:13]2([CH3:39])[CH3:38])(=[O:9])=[O:10])=[N:6][CH:7]=1)#[N:43], predict the reactants needed to synthesize it. The reactants are: Br[C:2]1[CH:3]=[CH:4][C:5]([S:8]([NH:11][C@@H:12]2[CH2:15][C@H:14]([C:16]3[N:20]4[C:21]5[CH:27]=[CH:26][N:25]([S:28]([C:31]6[CH:37]=[CH:36][C:34]([CH3:35])=[CH:33][CH:32]=6)(=[O:30])=[O:29])[C:22]=5[N:23]=[CH:24][C:19]4=[N:18][N:17]=3)[C:13]2([CH3:39])[CH3:38])(=[O:10])=[O:9])=[N:6][CH:7]=1.[C:40]([NH:43][C@@H]1C[C@H](C(O)=O)C1(C)C)(=O)C.CCN(C(C)C)C(C)C.BrC1C=CC(S(Cl)(=O)=O)=NC=1.C([Zn]C#N)#N. (5) The reactants are: Cl[C:2]1[C:7]([CH3:8])=[CH:6][N:5]2[N:9]=[CH:10][C:11]([C:12]([O:14][C:15]([CH3:18])([CH3:17])[CH3:16])=[O:13])=[C:4]2[N:3]=1.[N-:19]=[N+:20]=[N-:21].[Na+].C(O)C. Given the product [N:19]([C:2]1[C:7]([CH3:8])=[CH:6][N:5]2[N:9]=[CH:10][C:11]([C:12]([O:14][C:15]([CH3:18])([CH3:17])[CH3:16])=[O:13])=[C:4]2[N:3]=1)=[N+:20]=[N-:21], predict the reactants needed to synthesize it.